This data is from Full USPTO retrosynthesis dataset with 1.9M reactions from patents (1976-2016). The task is: Predict the reactants needed to synthesize the given product. (1) Given the product [CH3:5][O:6][C:7]1[CH:16]=[CH:15][C:14]2[NH:1][C:13](=[O:17])[CH2:12][CH2:11][CH2:10][C:9]=2[CH:8]=1, predict the reactants needed to synthesize it. The reactants are: [N-:1]=[N+]=[N-].[Na+].[CH3:5][O:6][C:7]1[CH:8]=[C:9]2[C:14](=[CH:15][CH:16]=1)[C:13](=[O:17])[CH2:12][CH2:11][CH2:10]2.C(Cl)Cl.C([O-])([O-])=O.[K+].[K+]. (2) Given the product [C:17]([O:25][CH:30]1[C@@:29]([O:41][C:8](=[O:15])[C:9]2[CH:14]=[CH:13][CH:12]=[CH:11][CH:10]=2)([C:42]#[CH:43])[C@H:28]([O:62][C:59](=[O:61])[C:60]2[CH:7]=[CH:6][CH:23]=[CH:18][CH:19]=2)[C@@H:27]([CH2:26][O:25][C:17](=[O:24])[C:18]2[CH:19]=[CH:20][CH:21]=[CH:22][CH:23]=2)[O:31]1)(=[O:24])[C:55]1[CH:54]=[CH:53][CH:58]=[CH:57][CH:56]=1, predict the reactants needed to synthesize it. The reactants are: C(N([CH2:6][CH3:7])CC)C.[C:8](Cl)(=[O:15])[C:9]1[CH:14]=[CH:13][CH:12]=[CH:11][CH:10]=1.[C:17]([O:25][CH2:26][C@@H:27]1[O:31][CH:30](C2C=CC=CC=2C([O-])=O)[C@@:29]([C:42]#[CH:43])([OH:41])[C@@H:28]1C1C=CC=CC=1C([O-])=O)(=[O:24])[C:18]1[CH:23]=[CH:22][CH:21]=[CH:20][CH:19]=1.[CH3:53][CH2:54][CH2:55][CH2:56][CH2:57][CH3:58].[C:59]([O:62]CC)(=[O:61])[CH3:60]. (3) Given the product [CH3:36][O:39][C:19](=[O:21])[NH:18][C@H:15]1[CH2:16][CH2:17][N:13]([C:10]2[CH:9]=[CH:8][C:7]([O:6][CH2:5][C:4]3[CH:23]=[CH:24][CH:25]=[C:2]([F:1])[CH:3]=3)=[CH:12][CH:11]=2)[C:14]1=[O:22], predict the reactants needed to synthesize it. The reactants are: [F:1][C:2]1[CH:3]=[C:4]([CH:23]=[CH:24][CH:25]=1)[CH2:5][O:6][C:7]1[CH:12]=[CH:11][C:10]([N:13]2[CH2:17][CH2:16][C@@H:15]([NH:18][C:19](=[O:21])C)[C:14]2=[O:22])=[CH:9][CH:8]=1.Cl.N[C@H]1CCN(C2C=C[C:36]([O:39]CC3C=CC=C(F)C=3)=CC=2)C1=O.C(N[C@@H](C(O)=O)CCSC)(OC(C)(C)C)=O. (4) Given the product [CH:26]1([NH:25][C:23]([C:8]2[N:9]=[N:10][N:11]([C:12]3[CH:17]=[CH:16][C:15]([C:18]([NH:20][CH2:21][CH3:22])=[O:19])=[CH:14][CH:13]=3)[C:7]=2[CH2:6][O:5][CH2:37][CH:36]([F:39])[F:35])=[O:24])[CH2:28][CH2:27]1, predict the reactants needed to synthesize it. The reactants are: CS([O:5][CH2:6][C:7]1[N:11]([C:12]2[CH:17]=[CH:16][C:15]([C:18]([NH:20][CH2:21][CH3:22])=[O:19])=[CH:14][CH:13]=2)[N:10]=[N:9][C:8]=1[C:23]([NH:25][CH:26]1[CH2:28][CH2:27]1)=[O:24])(=O)=O.C(=O)([O-])[O-].[K+].[K+].[F:35][CH:36]([F:39])[CH2:37]O. (5) Given the product [C:2]([C:6]1[N:7](/[CH:24]=[CH:25]/[C@@H:26]2[O:34][C:30](=[O:32])[CH2:29][C@@H:28]([OH:33])[CH2:27]2)[C:8]([C:18]2[CH:23]=[CH:22][N:21]=[CH:20][CH:19]=2)=[C:9]([C:11]2[CH:12]=[CH:13][C:14]([F:17])=[CH:15][CH:16]=2)[N:10]=1)([CH3:3])([CH3:4])[CH3:5], predict the reactants needed to synthesize it. The reactants are: [Na+].[C:2]([C:6]1[N:7](/[CH:24]=[CH:25]/[C@H:26]([OH:34])[CH2:27][C@H:28]([OH:33])[CH2:29][C:30]([O-:32])=O)[C:8]([C:18]2[CH:23]=[CH:22][N:21]=[CH:20][CH:19]=2)=[C:9]([C:11]2[CH:16]=[CH:15][C:14]([F:17])=[CH:13][CH:12]=2)[N:10]=1)([CH3:5])([CH3:4])[CH3:3].FC(F)(F)C(O)=O.